Dataset: Catalyst prediction with 721,799 reactions and 888 catalyst types from USPTO. Task: Predict which catalyst facilitates the given reaction. Reactant: [Cl:1][C:2]1[C:3]([F:32])=[C:4]([CH:25]=[C:26]([C:28]([F:31])([F:30])[F:29])[CH:27]=1)[CH2:5][C:6]([OH:24])([CH2:11][C:12]([C:15]1[C:23]2[O:22][CH2:21][CH2:20][C:19]=2[CH:18]=[CH:17][CH:16]=1)([CH3:14])[CH3:13])[C:7]([F:10])([F:9])[F:8].[N+:33]([O-])([OH:35])=[O:34].S(=O)(=O)(O)O.C(=O)(O)[O-].[Na+]. Product: [Cl:1][C:2]1[C:3]([F:32])=[C:4]([CH:25]=[C:26]([C:28]([F:29])([F:30])[F:31])[CH:27]=1)[CH2:5][C:6]([OH:24])([CH2:11][C:12]([CH3:14])([C:15]1[C:23]2[O:22][CH2:21][CH2:20][C:19]=2[CH:18]=[C:17]([N+:33]([O-:35])=[O:34])[CH:16]=1)[CH3:13])[C:7]([F:9])([F:8])[F:10]. The catalyst class is: 15.